From a dataset of Full USPTO retrosynthesis dataset with 1.9M reactions from patents (1976-2016). Predict the reactants needed to synthesize the given product. Given the product [Cl:15][C:16]1[N:21]=[C:20]([C:7]2[S:6][C:5]3[CH:13]=[CH:14][C:2]([Cl:1])=[CH:3][C:4]=3[C:8]=2[CH3:9])[CH:19]=[CH:18][N:17]=1, predict the reactants needed to synthesize it. The reactants are: [Cl:1][C:2]1[CH:14]=[CH:13][C:5]2[S:6][C:7](B(O)O)=[C:8]([CH3:9])[C:4]=2[CH:3]=1.[Cl:15][C:16]1[N:21]=[C:20](Cl)[CH:19]=[CH:18][N:17]=1.C1COCC1.O.C([O-])([O-])=O.[Na+].[Na+].